From a dataset of Forward reaction prediction with 1.9M reactions from USPTO patents (1976-2016). Predict the product of the given reaction. (1) Given the reactants [O:1]1[C:5]2[CH:6]=[CH:7][C:8]([C:10]3[C:11]([C:18]4[CH:23]=[CH:22][CH:21]=[C:20]([CH3:24])[N:19]=4)=[N:12][N:13]([CH2:15][C:16]#N)[CH:14]=3)=[CH:9][C:4]=2[O:3][CH2:2]1.[CH3:25][O:26][C:27]([C:29]12[CH2:36][CH2:35][C:32]([O:37]S(C(F)(F)F)(=O)=O)([CH2:33][CH2:34]1)[CH2:31][CH2:30]2)=[O:28].C(N(C(C)C)CC)(C)C.[O:54]1CCO[CH2:56][CH2:55]1, predict the reaction product. The product is: [CH3:25][O:26][C:27]([C:29]12[CH2:36][CH2:35][C:32]([O:37][CH2:56][CH2:55][O:54][CH2:16][CH2:15][N:13]3[CH:14]=[C:10]([C:8]4[CH:7]=[CH:6][C:5]5[O:1][CH2:2][O:3][C:4]=5[CH:9]=4)[C:11]([C:18]4[CH:23]=[CH:22][CH:21]=[C:20]([CH3:24])[N:19]=4)=[N:12]3)([CH2:33][CH2:34]1)[CH2:31][CH2:30]2)=[O:28]. (2) Given the reactants [CH3:1][O:2][C:3]1[CH:4]=[C:5]([CH:12]=[C:13]([O:17][CH3:18])[C:14]=1[O:15][CH3:16])[CH:6]=[C:7]([C:10]#[N:11])[C:8]#[N:9].[OH:19][C:20]1[CH:29]=[CH:28][CH:27]=[C:26]2[C:21]=1[CH:22]=[CH:23][CH:24]=[N:25]2, predict the reaction product. The product is: [NH2:9][C:8]1[O:19][C:20]2[C:21]3[CH:22]=[CH:23][CH:24]=[N:25][C:26]=3[CH:27]=[CH:28][C:29]=2[CH:6]([C:5]2[CH:12]=[C:13]([O:17][CH3:18])[C:14]([O:15][CH3:16])=[C:3]([O:2][CH3:1])[CH:4]=2)[C:7]=1[C:10]#[N:11]. (3) Given the reactants O[Li].O.C[O:5][C:6](=[O:24])[CH2:7][CH2:8][CH2:9][CH2:10][C:11]1[S:12][CH:13]=[C:14]([C:16]2[CH:21]=[CH:20][CH:19]=[CH:18][C:17]=2[O:22][CH3:23])[N:15]=1.Cl, predict the reaction product. The product is: [CH3:23][O:22][C:17]1[CH:18]=[CH:19][CH:20]=[CH:21][C:16]=1[C:14]1[N:15]=[C:11]([CH2:10][CH2:9][CH2:8][CH2:7][C:6]([OH:24])=[O:5])[S:12][CH:13]=1.